Dataset: Catalyst prediction with 721,799 reactions and 888 catalyst types from USPTO. Task: Predict which catalyst facilitates the given reaction. (1) Reactant: [NH2:1][C:2]1[CH:7]=[CH:6][C:5]([C:8]2[C:9](=[O:14])[NH:10][CH:11]=[N:12][CH:13]=2)=[CH:4][C:3]=1[O:15][CH2:16][CH3:17].[C:18]1([CH3:27])[C:19]([N:24]=[C:25]=[O:26])=[CH:20][CH:21]=[CH:22][CH:23]=1. Product: [CH2:16]([O:15][C:3]1[CH:4]=[C:5]([C:8]2[C:9](=[O:14])[NH:10][CH:11]=[N:12][CH:13]=2)[CH:6]=[CH:7][C:2]=1[NH:1][C:25]([NH:24][C:19]1[CH:20]=[CH:21][CH:22]=[CH:23][C:18]=1[CH3:27])=[O:26])[CH3:17]. The catalyst class is: 4. (2) Reactant: [Br:1][C:2]1[CH:10]=[C:9]2[C:5]([CH2:6][CH2:7][C:8]2=O)=[CH:4][CH:3]=1.[Cl:12][C:13]1[CH:18]=[CH:17][C:16]([NH:19][NH2:20])=[CH:15][CH:14]=1. Product: [Br:1][C:2]1[CH:10]=[C:9]2[C:5]([CH2:6][CH2:7][C:8]2=[N:20][NH:19][C:16]2[CH:17]=[CH:18][C:13]([Cl:12])=[CH:14][CH:15]=2)=[CH:4][CH:3]=1. The catalyst class is: 212. (3) Reactant: [CH3:1][C:2]1([CH3:12])[CH:6](O)[C:5]2[CH:8]=[CH:9][CH:10]=[CH:11][C:4]=2[O:3]1.[NH:13]1[CH:17]=[C:16]([C:18]([O:20][CH3:21])=[O:19])[N:15]=[CH:14]1.C1(P(C2C=CC=CC=2)C2C=CC=CC=2)C=CC=CC=1.N(C(OC(C)(C)C)=O)=NC(OC(C)(C)C)=O.Cl.O1CCOCC1. Product: [CH3:21][O:20][C:18]([C:16]1[N:15]([CH:6]2[C:5]3[CH:8]=[CH:9][CH:10]=[CH:11][C:4]=3[O:3][C:2]2([CH3:12])[CH3:1])[CH:14]=[N:13][CH:17]=1)=[O:19]. The catalyst class is: 1. (4) Reactant: [NH2:1][C:2]1[CH:3]=[C:4]([CH:7]=[CH:8][C:9]=1[NH2:10])[C:5]#[N:6].O1CCCC1.C(N(CC)CC)C.C1C=[CH:25][C:26](=[O:39])[C:27]2C=1C(C(Cl)=O)=C1C=2C=CC=C1. Product: [CH:26]([O:39][CH:8]([CH3:7])[CH3:9])([CH3:27])[CH3:25].[NH2:10][C:9]1[CH:8]=[CH:7][C:4]([C:5]#[N:6])=[CH:3][C:2]=1[NH-:1]. The catalyst class is: 4. (5) Reactant: [Cl:1][C:2]1[CH:28]=[CH:27][C:5]([NH:6][C:7]2[CH:15]=[C:14]([C:16]([OH:18])=O)[C:13]([NH:19][C:20]3[CH:25]=[CH:24][C:23]([Cl:26])=[CH:22][CH:21]=3)=[CH:12][C:8]=2[C:9]([OH:11])=O)=[CH:4][CH:3]=1.P(=O)(O)(O)O.CO. Product: [CH:3]1[C:2]([Cl:1])=[CH:28][C:27]2[C:9]([C:8]3[C:7]([NH:6][C:5]=2[CH:4]=1)=[CH:15][C:14]1[C:16]([C:21]2[CH:22]=[C:23]([Cl:26])[CH:24]=[CH:25][C:20]=2[NH:19][C:13]=1[CH:12]=3)=[O:18])=[O:11]. The catalyst class is: 6. (6) Product: [C:14]1([CH2:20][C:21]([C:3]2[C:4]3[C:5](=[N:6][CH:7]=[CH:8][CH:9]=3)[NH:1][CH:2]=2)=[O:22])[CH:19]=[CH:18][CH:17]=[CH:16][CH:15]=1. Reactant: [NH:1]1[C:5]2=[N:6][CH:7]=[CH:8][CH:9]=[C:4]2[CH:3]=[CH:2]1.[Al+3].[Cl-].[Cl-].[Cl-].[C:14]1([CH2:20][C:21](Cl)=[O:22])[CH:19]=[CH:18][CH:17]=[CH:16][CH:15]=1.O. The catalyst class is: 2.